This data is from CYP2C19 inhibition data for predicting drug metabolism from PubChem BioAssay. The task is: Regression/Classification. Given a drug SMILES string, predict its absorption, distribution, metabolism, or excretion properties. Task type varies by dataset: regression for continuous measurements (e.g., permeability, clearance, half-life) or binary classification for categorical outcomes (e.g., BBB penetration, CYP inhibition). Dataset: cyp2c19_veith. The molecule is CC(C)=CCC/C(C)=C/CO/N=C1/C[C@@H](O)[C@@H](O)[C@H]2[C@@H]1CC[C@@H]1C(=O)N([C@@H](C)c3ccccc3)C(=O)[C@H]12. The result is 0 (non-inhibitor).